From a dataset of Experimentally validated miRNA-target interactions with 360,000+ pairs, plus equal number of negative samples. Binary Classification. Given a miRNA mature sequence and a target amino acid sequence, predict their likelihood of interaction. (1) The miRNA is hsa-miR-195-5p with sequence UAGCAGCACAGAAAUAUUGGC. The protein sequence of the target gene is MRRDVNGVTKSRFEMFSNSDEAVINKKLPKELLLRIFSFLDVVTLCRCAQVSRAWNVLALDGSNWQRIDLFDFQRDIEGRVVENISKRCGGFLRKLSLRGCLGVGDNALRTFAQNCRNIEVLNLNGCTKTTDATCTSLSKFCSKLRHLDLASCTSITNMSLKALSEGCPLLEQLNISWCDQVTKDGIQALVRGCGGLKALFLKGCTQLEDEALKYIGAHCPELVTLNLQTCLQITDEGLITICRGCHKLQSLCASGCSNITDAILNALGQNCPRLRILEVARCSQLTDVGFTTLARNCHE.... Result: 1 (interaction). (2) The miRNA is cel-miR-84-5p with sequence UGAGGUAGUAUGUAAUAUUGUAGA. The protein sequence of the target gene is MGVCGYLFLPWKCLVVVSLRLLFLVPTGVPVRSGDATFPKAMDNVTVRQGESATLRCTIDNRVTRVAWLNRSTILYAGNDKWCLDPRVVLLSNTQTQYSIEIQNVDVYDEGPYTCSVQTDNHPKTSRVHLIVQVSPKIVEISSDISINEGNNISLTCIATGRPEPTVTWRHISPKAVGFVSEDEYLEIQGITREQSGDYECSASNDVAAPVVRRVKVTVNYPPYISEAKGTGVPVGQKGTLQCEASAVPSAEFQWYKDDKRLIEGKKGVKVENRPFLSKLIFFNVSEHDYGNYTCVASNK.... Result: 0 (no interaction). (3) Result: 0 (no interaction). The protein sequence of the target gene is MNIEVGNVSHTGAIISWSPSEPCLEDYYHIMYRPNWNSIFSGYLRYNFHHEEKVPRTITSVALEHLAPSTLYFLCISCKKAAFPYSHYCTMFHTLDKSPLAAGGSLVDPQISLWVLMAILLACFTAVLAFICLQFWCLRCHEPRWSYRAGQMEEANGLVRWPEETPALGQREEDLQGFPLEELPRKNSGARAKAEPEAEAIQDALEVVALAREIGNQPAILPHYRE. The miRNA is mmu-miR-192-5p with sequence CUGACCUAUGAAUUGACAGCC. (4) The miRNA is rno-miR-9a-5p with sequence UCUUUGGUUAUCUAGCUGUAUGA. The protein sequence of the target gene is MHKKRVEEGEASDFSLAWDSSVTAAGGLEGEPECDQKTSRALEDRNSVTSQEERNEDDEDMEDESIYTCDHCQQDFESLADLTDHRAHRCPGDGDDDPQLSWVASSPSSKDVASPTQMIGDGCDLGLGEEEGGTGLPYPCQFCDKSFIRLSYLKRHEQIHSDKLPFKCTYCSRLFKHKRSRDRHIKLHTGDKKYHCHECEAAFSRSDHLKIHLKTHSSSKPFKCTVCKRGFSSTSSLQSHMQAHKKNKEHLAKSEKEAKKDDFMCDYCEDTFSQTEELEKHVLTRHPQLSEKADLQCIHC.... Result: 0 (no interaction). (5) The miRNA is hsa-miR-3154 with sequence CAGAAGGGGAGUUGGGAGCAGA. The protein sequence of the target gene is MWIPVVGLPRRLRLSALAGAGRFCILGSEAATRKHLPARNHCGLSDSSPQLWPEPDFRNPPRKASKASLDFKRYVTDRRLAETLAQIYLGKPSRPPHLLLECNPGPGILTQALLEAGAKVVALESDKTFIPHLESLGKNLDGKLRVIHCDFFKLDPRSGGVIKPPAMSSRGLFKNLGIEAVPWTADIPLKVVGMFPSRGEKRALWKLAYDLYSCTSIYKFGRIEVNMFIGEKEFQKLMADPGNPDLYHVLSVIWQLACEIKVLHMEPWSSFDIYTRKGPLENPKRRELLDQLQQKLYLIQ.... Result: 0 (no interaction). (6) The miRNA is hsa-miR-759 with sequence GCAGAGUGCAAACAAUUUUGAC. The protein sequence of the target gene is MKVDRTKLKKTPTEAPADCRALIDKLKVCNDEQLLLELQQIKTWNIGKCELYHWVDLLDRFDGILADAGQTVENMSWMLVCDRPEKEQLKMLLLAVLNFTALLIEYSFSRHLYSSIEHLTTLLASSDMQVVLAVLNLLYVFSKRSNYITRLGSDKRTPLLTRLQHLAESWGGKENGFGLAECCRDLQMLKYPPSATTLHFEFYADPGAEVKIEKRTTSNTLHYIHIEQLDKISESPSEIMESLTKMYSIPKDKQMLLFTHIRLAHGFSNHRKRLQAVQARLHAISILVYSNALQESANSI.... Result: 0 (no interaction). (7) The miRNA is hsa-miR-6129 with sequence UGAGGGAGUUGGGUGUAUA. The protein sequence of the target gene is MASPSCFHSEDEDSLKGCEMYVQKHGIQQVLKECIVHLCVAKPDRPLRFLREHFEKLEKEENRQILARQKSNSQCDSHDEEISPTPPNPVVKARRRRGGVSAEVYTEEDAVSYVRKVIPKDYKTMTALAKAISKNVLFSHLDDNERSDIFDAMFPVTHIGGETVIQQGNEGDNFYVIDQGEVDVYVNGEWVTNISEGGSFGELALIYGTPRAATVKAKTDLKLWGIDRDSYRRILMGSTLRKRKMYEEFLSKVSILESLEKWERLTVADALEPVQFEDGEKIVVQGEPGDDFYIITEGTA.... Result: 0 (no interaction).